This data is from Reaction yield outcomes from USPTO patents with 853,638 reactions. The task is: Predict the reaction yield, written as a fraction of the theoretical maximum amount of product (1.0 means a 100% yield; for example, 0.34 means a 34% yield). (1) The reactants are [CH2:1]([O:3][C:4]([CH:6]1[CH2:11][CH2:10][NH:9][CH2:8][CH2:7]1)=[O:5])[CH3:2].[CH2:12](Cl)[C:13]1[CH:18]=[CH:17][CH:16]=[CH:15][CH:14]=1.C(=O)([O-])[O-].[K+].[K+]. The catalyst is C(O)C.C(OCC)(=O)C.O. The product is [CH2:1]([O:3][C:4]([CH:6]1[CH2:11][CH2:10][N:9]([CH2:12][C:13]2[CH:18]=[CH:17][CH:16]=[CH:15][CH:14]=2)[CH2:8][CH2:7]1)=[O:5])[CH3:2]. The yield is 0.640. (2) The reactants are [Cl:1][CH2:2][C:3]1[N:8]=[C:7]([CH2:9][C:10]#[N:11])[CH:6]=[CH:5][CH:4]=1.[NH2:12][C:13]([NH2:15])=[S:14]. The catalyst is CO. The product is [ClH:1].[C:10]([CH2:9][C:7]1[N:8]=[C:3]([CH2:2][S:14][C:13](=[NH:12])[NH2:15])[CH:4]=[CH:5][CH:6]=1)#[N:11]. The yield is 0.740. (3) The product is [CH2:87]([NH:94][C:2]1[CH:10]=[CH:9][CH:8]=[C:7]2[C:3]=1[C:4]1([C:34]3[C:25](=[CH:26][C:27]4[O:32][CH2:31][CH2:30][O:29][C:28]=4[CH:33]=3)[O:24][CH2:23]1)[C:5](=[O:22])[N:6]2[CH2:11][C:12]1[C:17]([C:18]([F:21])([F:20])[F:19])=[CH:16][CH:15]=[CH:14][N:13]=1)[C:88]1[CH:93]=[CH:92][CH:91]=[CH:90][CH:89]=1. The yield is 0.310. The reactants are Br[C:2]1[CH:10]=[CH:9][CH:8]=[C:7]2[C:3]=1[C:4]1([C:34]3[C:25](=[CH:26][C:27]4[O:32][CH2:31][CH2:30][O:29][C:28]=4[CH:33]=3)[O:24][CH2:23]1)[C:5](=[O:22])[N:6]2[CH2:11][C:12]1[C:17]([C:18]([F:21])([F:20])[F:19])=[CH:16][CH:15]=[CH:14][N:13]=1.CC(C)([O-])C.[Na+].C1(P(C2C=CC=CC=2)C2C=CC3C(=CC=CC=3)C=2C2C3C(=CC=CC=3)C=CC=2P(C2C=CC=CC=2)C2C=CC=CC=2)C=CC=CC=1.[CH2:87]([NH2:94])[C:88]1[CH:93]=[CH:92][CH:91]=[CH:90][CH:89]=1. The catalyst is C1(C)C=CC=CC=1.C1C=CC(/C=C/C(/C=C/C2C=CC=CC=2)=O)=CC=1.C1C=CC(/C=C/C(/C=C/C2C=CC=CC=2)=O)=CC=1.C1C=CC(/C=C/C(/C=C/C2C=CC=CC=2)=O)=CC=1.[Pd].[Pd]. (4) The reactants are [N+:1]([C:4]1[CH:22]=[CH:21][C:7]([O:8][CH2:9][C:10]2[O:14][N:13]=[C:12]([C:15]3[CH:20]=[CH:19][CH:18]=[CH:17][CH:16]=3)[N:11]=2)=[CH:6][CH:5]=1)([O-])=O.S(S([O-])=O)([O-])=O.[Na+].[Na+].C([O-])([O-])=O.[K+].[K+]. The catalyst is CO.C(Cl)Cl. The product is [NH2:1][C:4]1[CH:22]=[CH:21][C:7]([O:8][CH2:9][C:10]2[O:14][N:13]=[C:12]([C:15]3[CH:20]=[CH:19][CH:18]=[CH:17][CH:16]=3)[N:11]=2)=[CH:6][CH:5]=1. The yield is 0.510. (5) The reactants are Br[CH2:2][CH2:3][CH2:4][CH2:5][CH2:6][C:7]([O:9][CH2:10][CH3:11])=[O:8].[I:12][C:13]1[CH:18]=[CH:17][C:16]([OH:19])=[CH:15][CH:14]=1.C(=O)([O-])[O-].[K+].[K+]. The catalyst is CC(C)=O. The product is [I:12][C:13]1[CH:18]=[CH:17][C:16]([O:19][CH2:2][CH2:3][CH2:4][CH2:5][CH2:6][C:7]([O:9][CH2:10][CH3:11])=[O:8])=[CH:15][CH:14]=1. The yield is 0.960.